Dataset: Peptide-MHC class I binding affinity with 185,985 pairs from IEDB/IMGT. Task: Regression. Given a peptide amino acid sequence and an MHC pseudo amino acid sequence, predict their binding affinity value. This is MHC class I binding data. (1) The MHC is HLA-A68:02 with pseudo-sequence HLA-A68:02. The binding affinity (normalized) is 0.149. The peptide sequence is LLTFWNPPT. (2) The peptide sequence is IWYDGSNKYY. The MHC is HLA-B08:01 with pseudo-sequence HLA-B08:01. The binding affinity (normalized) is 0. (3) The peptide sequence is MVRVLTVIKEY. The MHC is HLA-B07:02 with pseudo-sequence HLA-B07:02. The binding affinity (normalized) is 0.0847. (4) The peptide sequence is AWPLIVTAL. The MHC is HLA-A26:01 with pseudo-sequence HLA-A26:01. The binding affinity (normalized) is 0.0961. (5) The peptide sequence is LTYSQLMTLK. The MHC is HLA-A68:01 with pseudo-sequence HLA-A68:01. The binding affinity (normalized) is 0.851. (6) The MHC is H-2-Kb with pseudo-sequence H-2-Kb. The peptide sequence is FQPQNGQFH. The binding affinity (normalized) is 0.0258. (7) The peptide sequence is ETLWYTRV. The MHC is H-2-Db with pseudo-sequence H-2-Db. The binding affinity (normalized) is 0. (8) The peptide sequence is AMPYNILDR. The MHC is HLA-A33:01 with pseudo-sequence HLA-A33:01. The binding affinity (normalized) is 0.102. (9) The peptide sequence is LTFLHTLYK. The binding affinity (normalized) is 0.391. The MHC is BoLA-T2a with pseudo-sequence BoLA-T2a. (10) The peptide sequence is QQLCTMERT. The MHC is HLA-A02:06 with pseudo-sequence HLA-A02:06. The binding affinity (normalized) is 0.368.